Predict which catalyst facilitates the given reaction. From a dataset of Catalyst prediction with 721,799 reactions and 888 catalyst types from USPTO. (1) Reactant: [O:1]=[C:2]1[N:8]([CH:9]2[CH2:14][CH2:13][N:12]([C:15]([O:17][C@H:18]([CH2:40][C:41]3[CH:46]=[CH:45][C:44]([OH:47])=[CH:43][CH:42]=3)[C:19]([N:21]3[CH2:26][CH2:25][N:24]([CH:27]4[CH2:32][CH2:31][N:30](OC(C)(C)C)[C:29](=C=O)[CH2:28]4)[CH2:23][CH2:22]3)=[O:20])=[O:16])[CH2:11][CH2:10]2)[CH2:7][CH2:6][C:5]2[CH:48]=[CH:49][CH:50]=[CH:51][C:4]=2[NH:3]1. Product: [O:1]=[C:2]1[N:8]([CH:9]2[CH2:14][CH2:13][N:12]([C:15]([O:17][C@H:18]([CH2:40][C:41]3[CH:42]=[CH:43][C:44]([OH:47])=[CH:45][CH:46]=3)[C:19](=[O:20])[N:21]3[CH2:22][CH2:23][N:24]([CH:27]4[CH2:28][CH2:29][NH:30][CH2:31][CH2:32]4)[CH2:25][CH2:26]3)=[O:16])[CH2:11][CH2:10]2)[CH2:7][CH2:6][C:5]2[CH:48]=[CH:49][CH:50]=[CH:51][C:4]=2[NH:3]1. The catalyst class is: 106. (2) Reactant: [NH:1]1[C:9]2[C:4](=[C:5]([C:10]3[C:22]4[C:21]5[C:16](=[CH:17][C:18]([C:23]([N:25]6[CH2:30][CH2:29][N:28]([CH3:31])[CH2:27][CH2:26]6)=[O:24])=[CH:19][CH:20]=5)[NH:15][C:14]=4[C:13]([C:32]([NH2:34])=[O:33])=[CH:12][CH:11]=3)[CH:6]=[CH:7][CH:8]=2)[CH:3]=[CH:2]1.[F:35][C:36]1[CH:44]=[CH:43][C:39]([C:40](Cl)=[O:41])=[CH:38][CH:37]=1. Product: [F:35][C:36]1[CH:44]=[CH:43][C:39]([C:40]([N:1]2[C:9]3[C:4](=[C:5]([C:10]4[C:22]5[C:21]6[C:16](=[CH:17][C:18]([C:23]([N:25]7[CH2:26][CH2:27][N:28]([CH3:31])[CH2:29][CH2:30]7)=[O:24])=[CH:19][CH:20]=6)[NH:15][C:14]=5[C:13]([C:32]([NH2:34])=[O:33])=[CH:12][CH:11]=4)[CH:6]=[CH:7][CH:8]=3)[CH:3]=[CH:2]2)=[O:41])=[CH:38][CH:37]=1. The catalyst class is: 64.